This data is from Forward reaction prediction with 1.9M reactions from USPTO patents (1976-2016). The task is: Predict the product of the given reaction. (1) Given the reactants [Cl:1][C:2]1[CH:3]=[C:4]2[C:8](=[CH:9][CH:10]=1)[NH:7][C:6]([CH3:11])=[CH:5]2.[Cl:12][C:13]1[C:22]2[C:17](=[CH:18][CH:19]=[CH:20][CH:21]=2)[C:16](Cl)=[N:15][N:14]=1.[Cl-].[Al+3].[Cl-].[Cl-].Cl, predict the reaction product. The product is: [Cl:12][C:13]1[C:22]2[C:17](=[CH:18][CH:19]=[CH:20][CH:21]=2)[C:16]([C:5]2[C:4]3[C:8](=[CH:9][CH:10]=[C:2]([Cl:1])[CH:3]=3)[NH:7][C:6]=2[CH3:11])=[N:15][N:14]=1. (2) Given the reactants [NH2:1][C@H:2]1[CH2:7][CH2:6][C@H:5]([NH:8][C:9]2[CH:10]=[C:11]([N:21](CC3C=CC(OC)=CC=3)[C:22]3[CH:27]=[CH:26][CH:25]=[CH:24][CH:23]=3)[C:12]3[N:13]([C:15]([C:18]([NH2:20])=[O:19])=[CH:16][N:17]=3)[N:14]=2)[CH2:4][CH2:3]1, predict the reaction product. The product is: [NH2:1][C@H:2]1[CH2:7][CH2:6][C@H:5]([NH:8][C:9]2[CH:10]=[C:11]([NH:21][C:22]3[CH:23]=[CH:24][CH:25]=[CH:26][CH:27]=3)[C:12]3[N:13]([C:15]([C:18]([NH2:20])=[O:19])=[CH:16][N:17]=3)[N:14]=2)[CH2:4][CH2:3]1. (3) Given the reactants [F:1][C:2]1[CH:3]=[C:4]([CH:25]=[CH:26][CH:27]=1)[CH2:5][C:6]1[N:7]([C:18]2[CH:23]=[CH:22][C:21]([Cl:24])=[CH:20][CH:19]=2)[C:8](=[O:17])[C:9]2[N:10]=[CH:11][N:12]([CH2:15][CH3:16])[C:13]=2[N:14]=1.[O:28]1CCOCC1, predict the reaction product. The product is: [Cl:24][C:21]1[CH:22]=[CH:23][C:18]([N:7]2[C:8](=[O:17])[C:9]3[N:10]=[CH:11][N:12]([CH2:15][CH3:16])[C:13]=3[N:14]=[C:6]2[C:5](=[O:28])[C:4]2[CH:25]=[CH:26][CH:27]=[C:2]([F:1])[CH:3]=2)=[CH:19][CH:20]=1. (4) Given the reactants [Br:1][C:2]1[CH:6]=[CH:5][S:4][C:3]=1[CH:7]=O.[NH:9]1[CH2:14][CH2:13][O:12][CH2:11][CH2:10]1.C(Cl)Cl.C(O[BH-](OC(=O)C)OC(=O)C)(=O)C.[Na+], predict the reaction product. The product is: [Br:1][C:2]1[CH:6]=[CH:5][S:4][C:3]=1[CH2:7][N:9]1[CH2:14][CH2:13][O:12][CH2:11][CH2:10]1.